Dataset: Reaction yield outcomes from USPTO patents with 853,638 reactions. Task: Predict the reaction yield, written as a fraction of the theoretical maximum amount of product (1.0 means a 100% yield; for example, 0.34 means a 34% yield). (1) The reactants are [Cl:1][C:2]1[C:10]([O:11][CH2:12][CH2:13][O:14][CH2:15][CH2:16][O:17][CH3:18])=[CH:9][C:5]([C:6]([OH:8])=O)=[CH:4][N:3]=1.[C:19]1([S:29]([NH2:32])(=[O:31])=[O:30])[C:20]([S:25]([NH2:28])(=[O:27])=[O:26])=[CH:21][CH:22]=[CH:23][CH:24]=1. The catalyst is CN(C)C1C=CN=CC=1.CN(C)C=O. The product is [Cl:1][C:2]1[C:10]([O:11][CH2:12][CH2:13][O:14][CH2:15][CH2:16][O:17][CH3:18])=[CH:9][C:5]([C:6]([NH:32][S:29]([C:19]2[CH:24]=[CH:23][CH:22]=[CH:21][C:20]=2[S:25](=[O:27])(=[O:26])[NH2:28])(=[O:31])=[O:30])=[O:8])=[CH:4][N:3]=1. The yield is 0.810. (2) The reactants are [Cl:1][C:2]1[CH:7]=[CH:6][C:5]([Cl:8])=[CH:4][C:3]=1[C:9]#[C:10][CH2:11][CH2:12][CH2:13]O.C1(P(C2C=CC=CC=2)C2C=CC=CC=2)C=CC=CC=1.N1C=CN=C1.[I:39]I. The catalyst is C(#N)C. The product is [Cl:1][C:2]1[CH:7]=[CH:6][C:5]([Cl:8])=[CH:4][C:3]=1[C:9]#[C:10][CH2:11][CH2:12][CH2:13][I:39]. The yield is 0.720. (3) The reactants are C[O:2][P:3]([CH2:7][O:8][C:9]1[CH:14]=[CH:13][C:12]([C@@H:15]2[C:19](=[O:20])[N:18]([C@H:21]([C:30](=[O:40])[NH:31][C:32]3[CH:37]=[CH:36][C:35]([I:38])=[CH:34][C:33]=3[F:39])[C@H:22]([C:24]3[CH:29]=[CH:28][CH:27]=[CH:26][CH:25]=3)[CH3:23])[C:17](=[O:41])[NH:16]2)=[CH:11][CH:10]=1)(=[O:6])[O:4]C.Br[Si](C)(C)C. The catalyst is ClCCl. The product is [F:39][C:33]1[CH:34]=[C:35]([I:38])[CH:36]=[CH:37][C:32]=1[NH:31][C:30]([C@@H:21]([N:18]1[C:19](=[O:20])[C@@H:15]([C:12]2[CH:11]=[CH:10][C:9]([O:8][CH2:7][P:3](=[O:2])([OH:6])[OH:4])=[CH:14][CH:13]=2)[NH:16][C:17]1=[O:41])[C@H:22]([C:24]1[CH:25]=[CH:26][CH:27]=[CH:28][CH:29]=1)[CH3:23])=[O:40]. The yield is 0.680. (4) The reactants are [Cl:1][C:2]1[CH:7]=[CH:6][CH:5]=[CH:4][C:3]=1[S:8][CH3:9].[CH3:10][O:11]C(Cl)Cl.C(=O)(O)[O-].[Na+]. The catalyst is C(Cl)Cl.[Ti](Cl)(Cl)(Cl)Cl. The product is [Cl:1][C:2]1[CH:7]=[C:6]([CH:5]=[CH:4][C:3]=1[S:8][CH3:9])[CH:10]=[O:11]. The yield is 0.300. (5) The reactants are [Br:1][C:2]1[CH:3]=[C:4]([CH2:12][OH:13])[CH:5]=[C:6]([CH2:8][N:9]([CH3:11])[CH3:10])[CH:7]=1. The catalyst is C1(C)C=CC=CC=1.[O-2].[Mn+4].[O-2]. The product is [Br:1][C:2]1[CH:3]=[C:4]([CH:5]=[C:6]([CH2:8][N:9]([CH3:11])[CH3:10])[CH:7]=1)[CH:12]=[O:13]. The yield is 0.800.